Dataset: Forward reaction prediction with 1.9M reactions from USPTO patents (1976-2016). Task: Predict the product of the given reaction. (1) Given the reactants [F:1][C:2]([F:78])([O:63][C:64]1[CH:69]=[CH:68][C:67]([O:70][CH2:71][CH2:72][CH2:73][C:74]([F:77])([F:76])[F:75])=[CH:66][CH:65]=1)[C:3]1[CH:8]=[CH:7][C:6](/[CH:9]=[CH:10]/[C:11]([O:13][CH2:14][C:15]2[CH:20]=[C:19]([N+:21]([O-])=O)[CH:18]=[CH:17][C:16]=2[C:24]2[CH:29]=[CH:28][C:27]([N+:30]([O-])=O)=[CH:26][C:25]=2[CH2:33][O:34][C:35](=[O:62])/[CH:36]=[CH:37]/[C:38]2[CH:43]=[CH:42][C:41]([C:44]([F:61])([F:60])[O:45][C:46]3[CH:51]=[CH:50][C:49]([O:52][CH2:53][CH2:54][CH2:55][C:56]([F:59])([F:58])[F:57])=[CH:48][CH:47]=3)=[CH:40][CH:39]=2)=[O:12])=[CH:5][CH:4]=1, predict the reaction product. The product is: [F:1][C:2]([F:78])([O:63][C:64]1[CH:69]=[CH:68][C:67]([O:70][CH2:71][CH2:72][CH2:73][C:74]([F:76])([F:77])[F:75])=[CH:66][CH:65]=1)[C:3]1[CH:4]=[CH:5][C:6](/[CH:9]=[CH:10]/[C:11]([O:13][CH2:14][C:15]2[CH:20]=[C:19]([NH2:21])[CH:18]=[CH:17][C:16]=2[C:24]2[CH:29]=[CH:28][C:27]([NH2:30])=[CH:26][C:25]=2[CH2:33][O:34][C:35](=[O:62])/[CH:36]=[CH:37]/[C:38]2[CH:39]=[CH:40][C:41]([C:44]([F:61])([F:60])[O:45][C:46]3[CH:51]=[CH:50][C:49]([O:52][CH2:53][CH2:54][CH2:55][C:56]([F:57])([F:58])[F:59])=[CH:48][CH:47]=3)=[CH:42][CH:43]=2)=[O:12])=[CH:7][CH:8]=1. (2) Given the reactants Br[C:2]1[CH:7]=[CH:6][CH:5]=[C:4]([Br:8])[CH:3]=1.C([Li])CCC.CCCCCC.Cl[Si:21](Cl)([C:28]1[CH:33]=[CH:32][CH:31]=[CH:30][CH:29]=1)[C:22]1[CH:27]=[CH:26][CH:25]=[CH:24][CH:23]=1.[CH:35]1[C:43]2[C:42]3[CH:44]=[CH:45][CH:46]=[CH:47][C:41]=3[O:40][C:39]=2[C:38]([Li])=[CH:37][CH:36]=1, predict the reaction product. The product is: [Br:8][C:4]1[CH:3]=[C:2]([Si:21]([C:47]2[C:41]3[O:40][C:39]4[CH:38]=[CH:37][CH:36]=[CH:35][C:43]=4[C:42]=3[CH:44]=[CH:45][CH:46]=2)([C:28]2[CH:33]=[CH:32][CH:31]=[CH:30][CH:29]=2)[C:22]2[CH:27]=[CH:26][CH:25]=[CH:24][CH:23]=2)[CH:7]=[CH:6][CH:5]=1. (3) Given the reactants [C:1]1([N:7]2[C:25](=[O:26])[C:10]3=[CH:11][NH:12][C:13]4[CH:14]=[CH:15][C:16]([N:19]5[CH2:24][CH2:23][NH:22][CH2:21][CH2:20]5)=[N:17][C:18]=4[C:9]3=[N:8]2)[CH:6]=[CH:5][CH:4]=[CH:3][CH:2]=1.N1CCCNC[CH2:28]1, predict the reaction product. The product is: [N:19]1([C:16]2[CH:15]=[CH:14][C:13]3[NH:12][CH:11]=[C:10]4[C:25](=[O:26])[N:7]([C:1]5[CH:2]=[CH:3][CH:4]=[CH:5][CH:6]=5)[N:8]=[C:9]4[C:18]=3[N:17]=2)[CH2:20][CH2:21][CH2:28][NH:22][CH2:23][CH2:24]1. (4) Given the reactants [F:1][C:2]1[CH:7]=[CH:6][CH:5]=[CH:4][C:3]=1[C@H:8]([O:10][C:11](=[O:25])[NH:12][C:13]1[C:14]([CH3:24])=[N:15][O:16][C:17]=1[C:18]1[N:19]=[C:20](Br)[S:21][CH:22]=1)[CH3:9].[CH2:26]([O:28][C:29](=[O:46])[CH2:30][C:31]1[CH:36]=[CH:35][CH:34]=[CH:33][C:32]=1B1OC(C)(C)C(C)(C)O1)[CH3:27], predict the reaction product. The product is: [CH2:26]([O:28][C:29](=[O:46])[CH2:30][C:31]1[CH:36]=[CH:35][CH:34]=[CH:33][C:32]=1[C:20]1[S:21][CH:22]=[C:18]([C:17]2[O:16][N:15]=[C:14]([CH3:24])[C:13]=2[NH:12][C:11]([O:10][C@@H:8]([C:3]2[CH:4]=[CH:5][CH:6]=[CH:7][C:2]=2[F:1])[CH3:9])=[O:25])[N:19]=1)[CH3:27]. (5) Given the reactants [CH3:1][C:2]1[CH:29]=[CH:28][CH:27]=[CH:26][C:3]=1[CH2:4][N:5]([CH2:18][C:19]1[CH:24]=[CH:23][CH:22]=[CH:21][C:20]=1[CH3:25])[C@@H:6]([CH2:9][C:10]1[CH:15]=[C:14]([F:16])[CH:13]=[C:12]([F:17])[CH:11]=1)[CH2:7][OH:8].C(N(CC)CC)C.O, predict the reaction product. The product is: [CH3:1][C:2]1[CH:29]=[CH:28][CH:27]=[CH:26][C:3]=1[CH2:4][N:5]([CH2:18][C:19]1[CH:24]=[CH:23][CH:22]=[CH:21][C:20]=1[CH3:25])[C@@H:6]([CH2:9][C:10]1[CH:11]=[C:12]([F:17])[CH:13]=[C:14]([F:16])[CH:15]=1)[CH:7]=[O:8]. (6) Given the reactants [CH2:1]([O:8][C@H:9]1[C@H:14]([O:15][CH2:16][C:17]2[CH:22]=[CH:21][CH:20]=[CH:19][CH:18]=2)[C@@H:13]([O:23][CH2:24][C:25]2[CH:30]=[CH:29][CH:28]=[CH:27][CH:26]=2)[C@H:12]([O:31][CH2:32][C:33]2[CH:38]=[CH:37][CH:36]=[CH:35][CH:34]=2)[O:11][C@@H:10]1[CH2:39][OH:40])[C:2]1[CH:7]=[CH:6][CH:5]=[CH:4][CH:3]=1.[Cr](O[Cr]([O-])(=O)=O)([O-])(=O)=[O:42].[K+].[K+], predict the reaction product. The product is: [CH2:1]([O:8][C@H:9]1[C@H:14]([O:15][CH2:16][C:17]2[CH:22]=[CH:21][CH:20]=[CH:19][CH:18]=2)[C@@H:13]([O:23][CH2:24][C:25]2[CH:26]=[CH:27][CH:28]=[CH:29][CH:30]=2)[C@H:12]([O:31][CH2:32][C:33]2[CH:34]=[CH:35][CH:36]=[CH:37][CH:38]=2)[O:11][C@@H:10]1[C:39]([OH:42])=[O:40])[C:2]1[CH:7]=[CH:6][CH:5]=[CH:4][CH:3]=1. (7) The product is: [O:10]=[C:2]1[NH:3][C:4]2[CH:9]=[CH:8][CH:7]=[CH:6][C:5]=2[S:1]1.[CH3:19][CH2:18][CH:17]([C:2]([NH2:3])=[O:10])[CH2:16][CH2:15][CH3:14]. Given the reactants [S:1]1[C:5]2[CH:6]=[CH:7][CH:8]=[CH:9][C:4]=2[NH:3][C:2]1=[O:10].N([CH2:14][CH2:15][CH2:16][CH2:17][CH2:18][CH3:19])=C=O, predict the reaction product. (8) Given the reactants [C:1]([O:5][C:6]([N:8]1[CH2:13][CH2:12][N:11]([S:14]([N:17]2[CH:21]=[CH:20][N:19]=[C:18]2[CH3:22])(=[O:16])=[O:15])[CH2:10][CH2:9]1)=[O:7])([CH3:4])([CH3:3])[CH3:2].C[O:24][S:25]([C:28]([F:31])([F:30])[F:29])(=[O:27])=[O:26], predict the reaction product. The product is: [OH:27][S:25]([C:28]([F:31])([F:30])[F:29])(=[O:26])=[O:24].[C:1]([O:5][C:6]([N:8]1[CH2:13][CH2:12][N:11]([S:14]([N:17]2[CH:21]=[CH:20][N:19]=[C:18]2[CH3:22])(=[O:16])=[O:15])[CH2:10][CH2:9]1)=[O:7])([CH3:4])([CH3:3])[CH3:2].